Dataset: Catalyst prediction with 721,799 reactions and 888 catalyst types from USPTO. Task: Predict which catalyst facilitates the given reaction. (1) Reactant: C[O:2][CH:3](OC)[CH2:4][NH:5][C:6]([C:8]1[CH:28]=[CH:27][C:11]2[N:12]([CH3:26])[C:13]([NH:15][C:16]3[S:17][C:18]4[CH:24]=[C:23]([Cl:25])[CH:22]=[CH:21][C:19]=4[N:20]=3)=[N:14][C:10]=2[CH:9]=1)=[O:7]. Product: [O:2]=[CH:3][CH2:4][NH:5][C:6]([C:8]1[CH:28]=[CH:27][C:11]2[N:12]([CH3:26])[C:13]([NH:15][C:16]3[S:17][C:18]4[CH:24]=[C:23]([Cl:25])[CH:22]=[CH:21][C:19]=4[N:20]=3)=[N:14][C:10]=2[CH:9]=1)=[O:7]. The catalyst class is: 89. (2) Reactant: [CH3:1][NH:2][CH2:3][CH2:4][C@H:5]([O:11][C:12]1[C:21]2[C:16](=[CH:17][CH:18]=[CH:19][CH:20]=2)[CH:15]=[CH:14][CH:13]=1)[C:6]1[S:10][CH:9]=[CH:8][CH:7]=1.[ClH:22]. Product: [CH3:1][NH:2][CH2:3][CH2:4][C@H:5]([O:11][C:12]1[C:21]2[C:16](=[CH:17][CH:18]=[CH:19][CH:20]=2)[CH:15]=[CH:14][CH:13]=1)[C:6]1[S:10][CH:9]=[CH:8][CH:7]=1.[ClH:22]. The catalyst class is: 5. (3) Reactant: C[O:2][C:3]([CH:5]1[CH2:14][C:13]2[C:8](=[CH:9][CH:10]=[CH:11][CH:12]=2)[NH:7][CH2:6]1)=O. Product: [NH:7]1[C:8]2[C:13](=[CH:12][CH:11]=[CH:10][CH:9]=2)[CH2:14][CH:5]([CH2:3][OH:2])[CH2:6]1. The catalyst class is: 28. (4) Reactant: [F:1][C:2]1[CH:7]=[CH:6][C:5]([C:8]2[NH:12][N:11]=[CH:10][C:9]=2[C:13]2[CH:18]=[CH:17][N:16]=[C:15]([NH:19][C:20]3[CH:25]=[CH:24][CH:23]=[C:22]([C:26](OC)=[O:27])[CH:21]=3)[N:14]=2)=[CH:4][CH:3]=1.[Cl-].[NH4+]. Product: [F:1][C:2]1[CH:3]=[CH:4][C:5]([C:8]2[NH:12][N:11]=[CH:10][C:9]=2[C:13]2[CH:18]=[CH:17][N:16]=[C:15]([NH:19][C:20]3[CH:25]=[CH:24][CH:23]=[C:22]([CH2:26][OH:27])[CH:21]=3)[N:14]=2)=[CH:6][CH:7]=1. The catalyst class is: 207. (5) Reactant: [CH3:1][C:2]1[N:7]2[N:8]=[C:9](/[CH:11]=[CH:12]/[C:13]3[N:17]([CH3:18])[N:16]=[C:15]([N:19]([CH2:22][CH3:23])[CH2:20][CH3:21])[N:14]=3)[N:10]=[C:6]2[C:5]([CH3:24])=[N:4][CH:3]=1. Product: [CH3:1][C:2]1[N:7]2[N:8]=[C:9]([CH2:11][CH2:12][C:13]3[N:17]([CH3:18])[N:16]=[C:15]([N:19]([CH2:22][CH3:23])[CH2:20][CH3:21])[N:14]=3)[N:10]=[C:6]2[C:5]([CH3:24])=[N:4][CH:3]=1. The catalyst class is: 43. (6) Reactant: [CH3:1][C:2]1[CH:7]=[C:6]([CH3:8])[CH:5]=[C:4]([CH3:9])[C:3]=1[OH:10].[H-].[Na+].[C:13]([C:17]1[N:18]=[C:19](Cl)[C:20]([C:23]([O:25]CC)=[O:24])=[N:21][CH:22]=1)([CH3:16])([CH3:15])[CH3:14].[OH-].[Na+].Cl. Product: [C:13]([C:17]1[N:18]=[C:19]([O:10][C:3]2[C:4]([CH3:9])=[CH:5][C:6]([CH3:8])=[CH:7][C:2]=2[CH3:1])[C:20]([C:23]([OH:25])=[O:24])=[N:21][CH:22]=1)([CH3:16])([CH3:14])[CH3:15]. The catalyst class is: 782. (7) Reactant: [C:1]([C:4]1[CH:9]=[CH:8][C:7]([NH:10][C:11](=[O:13])[CH3:12])=[CH:6][C:5]=1[F:14])(=[O:3])[CH3:2].[Br:15]Br. Product: [Br:15][CH2:2][C:1]([C:4]1[CH:9]=[CH:8][C:7]([NH:10][C:11](=[O:13])[CH3:12])=[CH:6][C:5]=1[F:14])=[O:3]. The catalyst class is: 22. (8) The catalyst class is: 603. Product: [C:2]([C:6]1[CH:7]=[C:8]([CH:12]2[CH2:13][CH:14]([C:15]([O:17][CH3:18])=[O:16])[CH2:19][CH2:20][NH:21]2)[CH:9]=[CH:10][CH:11]=1)([CH3:5])([CH3:3])[CH3:4]. Reactant: Cl.[C:2]([C:6]1[CH:7]=[C:8]([C:12]2[CH:13]=[C:14]([CH:19]=[CH:20][N:21]=2)[C:15]([O:17][CH3:18])=[O:16])[CH:9]=[CH:10][CH:11]=1)([CH3:5])([CH3:4])[CH3:3]. (9) Reactant: C[O:2][C:3]1C=C(C=CC=1)C=C.I[C:12]1[CH:17]=[CH:16][C:15]([O:18][CH3:19])=[CH:14][CH:13]=1.N1CCCCC1.C1(P(C2C=CC=CC=2)C2C=CC=CC=2)C=CC=CC=1.[OH2:45]. Product: [O:2]=[CH:3][C:17]1[CH:12]=[CH:13][C:14]([OH:45])=[C:15]([O:18][CH3:19])[CH:16]=1. The catalyst class is: 826.